This data is from Full USPTO retrosynthesis dataset with 1.9M reactions from patents (1976-2016). The task is: Predict the reactants needed to synthesize the given product. (1) Given the product [CH3:18][CH2:17][CH2:16][CH2:15][CH2:14][CH2:13][CH2:12][CH2:11][CH2:10][C:8]([O:1][CH2:2][CH:3]([O:4][C:8]([CH2:10][CH2:11][CH2:12][CH2:13][CH2:14][CH2:15][CH2:16][CH2:17][CH3:18])=[O:9])[CH2:5][O:6][C:8]([CH2:10][CH2:11][CH2:12][CH2:13][CH2:14][CH2:15][CH2:16][CH2:17][CH3:18])=[O:19])=[O:9], predict the reactants needed to synthesize it. The reactants are: [OH:1][CH2:2][CH:3]([CH2:5][OH:6])[OH:4].O[C:8]([CH2:10][CH2:11][CH2:12][CH2:13][CH2:14][CH2:15][CH2:16][CH2:17][CH3:18])=[O:9].[O-2:19].[Ca+2]. (2) Given the product [F:1][C:2]([F:12])([C:6]1[CH:7]=[CH:8][CH:9]=[CH:10][CH:11]=1)[CH2:3][NH2:5], predict the reactants needed to synthesize it. The reactants are: [F:1][C:2]([F:12])([C:6]1[CH:11]=[CH:10][CH:9]=[CH:8][CH:7]=1)[C:3]([NH2:5])=O. (3) Given the product [CH3:1][O:2][C:3](=[O:46])[C@H:4]([CH:43]([CH3:44])[CH3:45])[NH:5][CH2:6][C:7]1[CH:8]=[CH:9][C:10]([C:13]2[CH:18]=[CH:17][CH:16]=[CH:15][C:14]=2[C:19]2[N:23]([C:24]([C:37]3[CH:38]=[CH:39][CH:40]=[CH:41][CH:42]=3)([C:31]3[CH:32]=[CH:33][CH:34]=[CH:35][CH:36]=3)[C:25]3[CH:30]=[CH:29][CH:28]=[CH:27][CH:26]=3)[N:22]=[N:21][N:20]=2)=[CH:11][CH:12]=1.[C:47]([OH:52])(=[O:51])[C:48]([OH:50])=[O:49].[CH3:1][O:2][C:3](=[O:46])[C@H:4]([CH:43]([CH3:44])[CH3:45])[NH:5][CH2:6][C:7]1[CH:8]=[CH:9][C:10]([C:13]2[CH:18]=[CH:17][CH:16]=[CH:15][C:14]=2[C:19]2[N:23]([C:24]([C:37]3[CH:38]=[CH:39][CH:40]=[CH:41][CH:42]=3)([C:31]3[CH:32]=[CH:33][CH:34]=[CH:35][CH:36]=3)[C:25]3[CH:30]=[CH:29][CH:28]=[CH:27][CH:26]=3)[N:22]=[N:21][N:20]=2)=[CH:11][CH:12]=1, predict the reactants needed to synthesize it. The reactants are: [CH3:1][O:2][C:3](=[O:46])[C@H:4]([CH:43]([CH3:45])[CH3:44])[NH:5][CH2:6][C:7]1[CH:12]=[CH:11][C:10]([C:13]2[CH:18]=[CH:17][CH:16]=[CH:15][C:14]=2[C:19]2[N:23]([C:24]([C:37]3[CH:42]=[CH:41][CH:40]=[CH:39][CH:38]=3)([C:31]3[CH:36]=[CH:35][CH:34]=[CH:33][CH:32]=3)[C:25]3[CH:30]=[CH:29][CH:28]=[CH:27][CH:26]=3)[N:22]=[N:21][N:20]=2)=[CH:9][CH:8]=1.[C:47]([OH:52])(=[O:51])[C:48]([OH:50])=[O:49].O.O.C(O)(=O)C(O)=O.C(O)C. (4) Given the product [CH:1]([C:4]1[C:5]([C@H:10]2[CH2:15][CH2:14][CH2:13][C@@H:12]([C:17]3[C:22]([CH:23]([CH3:25])[CH3:24])=[CH:21][CH:20]=[CH:19][N:18]=3)[NH:11]2)=[N:6][CH:7]=[CH:8][CH:9]=1)([CH3:3])[CH3:2], predict the reactants needed to synthesize it. The reactants are: [CH:1]([C:4]1[C:5]([CH:10]2[CH2:15][C:14](=O)[CH2:13][CH:12]([C:17]3[C:22]([CH:23]([CH3:25])[CH3:24])=[CH:21][CH:20]=[CH:19][N:18]=3)[NH:11]2)=[N:6][CH:7]=[CH:8][CH:9]=1)([CH3:3])[CH3:2].[OH-].[K+].O.NN.C(Cl)Cl. (5) Given the product [CH3:16][N:17]1[C:21](=[O:22])[C:20]2([CH2:23][CH2:24][N:25]([C:2]3[N:3]=[N:4][C:5]([C:8]4[S:12][N:11]=[C:10]([CH3:13])[N:9]=4)=[CH:6][CH:7]=3)[CH2:26][CH2:27]2)[N:19]([C:28]2[CH:33]=[CH:32][CH:31]=[CH:30][CH:29]=2)[CH2:18]1, predict the reactants needed to synthesize it. The reactants are: Cl[C:2]1[N:3]=[N:4][C:5]([C:8]2[S:12][N:11]=[C:10]([CH3:13])[N:9]=2)=[CH:6][CH:7]=1.Cl.Cl.[CH3:16][N:17]1[C:21](=[O:22])[C:20]2([CH2:27][CH2:26][NH:25][CH2:24][CH2:23]2)[N:19]([C:28]2[CH:33]=[CH:32][CH:31]=[CH:30][CH:29]=2)[CH2:18]1.C(=O)([O-])[O-].[K+].[K+]. (6) Given the product [CH3:24][CH:25]([CH3:41])[C:26]([NH:28][C:29]1[CH:34]=[CH:33][CH:32]=[C:31]([CH:35]2[CH2:40][CH2:39][N:38]([CH2:19][CH2:18][CH2:17][CH2:16][C:15](=[O:21])[C:12]3[CH:13]=[CH:14][C:9]([C:8]([F:23])([F:22])[F:7])=[CH:10][CH:11]=3)[CH2:37][CH2:36]2)[CH:30]=1)=[O:27], predict the reactants needed to synthesize it. The reactants are: C([O-])([O-])=O.[K+].[K+].[F:7][C:8]([F:23])([F:22])[C:9]1[CH:14]=[CH:13][C:12]([C:15](=[O:21])[CH2:16][CH2:17][CH2:18][CH2:19]Cl)=[CH:11][CH:10]=1.[CH3:24][CH:25]([CH3:41])[C:26]([NH:28][C:29]1[CH:34]=[CH:33][CH:32]=[C:31]([CH:35]2[CH2:40][CH2:39][NH:38][CH2:37][CH2:36]2)[CH:30]=1)=[O:27]. (7) Given the product [F:15][C:16]1[CH:17]=[C:18]([CH:2]2[C:6]3[NH:7][C:8]([C:10]([O:12][CH2:13][CH3:14])=[O:11])=[CH:9][C:5]=3[CH2:4][CH2:3]2)[CH:19]=[CH:20][C:21]=1[F:22], predict the reactants needed to synthesize it. The reactants are: O=[C:2]1[C:6]2[NH:7][C:8]([C:10]([O:12][CH2:13][CH3:14])=[O:11])=[CH:9][C:5]=2[CH2:4][CH2:3]1.[F:15][C:16]1[CH:17]=[C:18]([Mg]Br)[CH:19]=[CH:20][C:21]=1[F:22]. (8) The reactants are: [C:1]([C:3]1[C:4]([C:14]2[CH:19]=[CH:18][C:17]([O:20][CH2:21][C:22]3[CH:27]=[CH:26][CH:25]=[CH:24][C:23]=3[F:28])=[CH:16][CH:15]=2)=[C:5]([C:11](O)=O)[N:6]([CH3:10])[C:7]=1[CH2:8][CH3:9])#[N:2].[CH3:29][S:30]([NH2:33])(=[O:32])=[O:31].Cl.[CH3:35]N(C)CCCN=C=NCC.Cl. Given the product [C:1]([C:3]1[C:4]([C:14]2[CH:19]=[CH:18][C:17]([O:20][CH2:21][C:22]3[CH:27]=[CH:26][CH:25]=[CH:24][C:23]=3[F:28])=[CH:16][CH:15]=2)=[C:5]([C:11]([NH:33][S:30]([CH3:29])(=[O:32])=[O:31])=[CH2:35])[N:6]([CH3:10])[C:7]=1[CH2:8][CH3:9])#[N:2], predict the reactants needed to synthesize it. (9) Given the product [Cl:24][CH:2]([Cl:1])[C:3]([NH:5][C@H:9]([CH2:10][F:11])[C@@H:8]([C:12]1[CH:13]=[CH:14][C:15]([S:18]([CH3:21])(=[O:20])=[O:19])=[CH:16][CH:17]=1)[OH:7])=[O:4], predict the reactants needed to synthesize it. The reactants are: [Cl:1][CH:2]([Cl:24])[C:3]([N:5]1[C@H:9]([CH2:10][F:11])[C@@H:8]([C:12]2[CH:17]=[CH:16][C:15]([S:18]([CH3:21])(=[O:20])=[O:19])=[CH:14][CH:13]=2)[O:7]C1(C)C)=[O:4].O.C1(C)C=CC(S(O)(=O)=O)=CC=1.